This data is from Acute oral toxicity (LD50) regression data from Zhu et al.. The task is: Regression/Classification. Given a drug SMILES string, predict its toxicity properties. Task type varies by dataset: regression for continuous values (e.g., LD50, hERG inhibition percentage) or binary classification for toxic/non-toxic outcomes (e.g., AMES mutagenicity, cardiotoxicity, hepatotoxicity). Dataset: ld50_zhu. (1) The compound is O=C(O)c1ccccc1C(=O)Nc1cccc2ccccc12. The rat oral LD50 is 1.55, given as -log10 of the dose in mol/kg body weight (higher means more acutely toxic). (2) The molecule is CCCCN1C(=O)C2C3C=C(C(O)(c4ccccc4)c4ccccn4)C(C3=C(c3ccccc3)c3ccccn3)C2C1=O. The rat oral LD50 is 4.80, given as -log10 of the dose in mol/kg body weight (higher means more acutely toxic).